This data is from Forward reaction prediction with 1.9M reactions from USPTO patents (1976-2016). The task is: Predict the product of the given reaction. Given the reactants F[C:2]1[CH:11]=[CH:10][CH:9]=[C:8]2[C:3]=1[C:4](=[O:28])[N:5]([C:22]1[CH:27]=[CH:26][CH:25]=[CH:24][CH:23]=1)[C:6]([C@@H:12]([NH:14][C:15](=[O:21])[O:16][C:17]([CH3:20])([CH3:19])[CH3:18])[CH3:13])=[N:7]2.[OH:29][CH2:30][C:31]([N:33]1[CH2:38][CH2:37][O:36][CH2:35][CH2:34]1)=[O:32].C([O-])([O-])=O.[K+].[K+], predict the reaction product. The product is: [O:36]1[CH2:37][CH2:38][N:33]([C:31](=[O:32])[CH2:30][O:29][C:2]2[CH:11]=[CH:10][CH:9]=[C:8]3[C:3]=2[C:4](=[O:28])[N:5]([C:22]2[CH:27]=[CH:26][CH:25]=[CH:24][CH:23]=2)[C:6]([C@@H:12]([NH:14][C:15](=[O:21])[O:16][C:17]([CH3:20])([CH3:19])[CH3:18])[CH3:13])=[N:7]3)[CH2:34][CH2:35]1.